Dataset: Forward reaction prediction with 1.9M reactions from USPTO patents (1976-2016). Task: Predict the product of the given reaction. (1) Given the reactants [CH3:1][O:2][C:3](=[O:19])[C@@H:4]1[CH2:8][CH2:7][CH2:6][N:5]1[C:9]([O:11][CH2:12][C:13]1[CH:18]=[CH:17][CH:16]=[CH:15][CH:14]=1)=[O:10].[CH:20]([N-]C(C)C)(C)C.[Li+].CI.Cl, predict the reaction product. The product is: [CH3:1][O:2][C:3]([C:4]1([CH3:20])[CH2:8][CH2:7][CH2:6][N:5]1[C:9]([O:11][CH2:12][C:13]1[CH:18]=[CH:17][CH:16]=[CH:15][CH:14]=1)=[O:10])=[O:19]. (2) Given the reactants [Br:1][C:2]1[C:3]([C:7]#[N:8])=[N:4][NH:5][CH:6]=1.[H-].[Na+].[C:11](O[C:11]([O:13][C:14]([CH3:17])([CH3:16])[CH3:15])=[O:12])([O:13][C:14]([CH3:17])([CH3:16])[CH3:15])=[O:12], predict the reaction product. The product is: [Br:1][C:2]1[C:3]([C:7]#[N:8])=[N:4][N:5]([C:11]([O:13][C:14]([CH3:17])([CH3:16])[CH3:15])=[O:12])[CH:6]=1. (3) Given the reactants [F:1][C:2]1[C:7]([F:8])=[CH:6][C:5]([NH2:9])=[C:4]([NH2:10])[CH:3]=1.[Cl:11][C:12]1[CH:17]=[CH:16][C:15]([CH:18]2[CH2:24][C:23](=O)[O:22][C:20](=[O:21])[CH2:19]2)=[CH:14][CH:13]=1, predict the reaction product. The product is: [Cl:11][C:12]1[CH:13]=[CH:14][C:15]([CH:18]([CH2:24][C:23]2[NH:10][C:4]3[CH:3]=[C:2]([F:1])[C:7]([F:8])=[CH:6][C:5]=3[N:9]=2)[CH2:19][C:20]([OH:22])=[O:21])=[CH:16][CH:17]=1.[ClH:11].